This data is from Forward reaction prediction with 1.9M reactions from USPTO patents (1976-2016). The task is: Predict the product of the given reaction. (1) Given the reactants [F:1][C:2]1[CH:16]=[CH:15][C:5]([NH:6][C:7]2[CH:12]=[CH:11][C:10]([O:13][CH3:14])=[CH:9][CH:8]=2)=[CH:4][CH:3]=1.[F:17][C:18]1[CH:19]=[C:20]([CH:24]=[CH:25][C:26]=1[O:27][CH3:28])[C:21](Cl)=[O:22].N1C=CC=CC=1, predict the reaction product. The product is: [F:17][C:18]1[CH:19]=[C:20]([CH:24]=[CH:25][C:26]=1[O:27][CH3:28])[C:21]([N:6]([C:5]1[CH:15]=[CH:16][C:2]([F:1])=[CH:3][CH:4]=1)[C:7]1[CH:12]=[CH:11][C:10]([O:13][CH3:14])=[CH:9][CH:8]=1)=[O:22]. (2) The product is: [Br:10][C:5]1[CH:4]=[C:3]([CH:8]=[CH:7][C:6]=1[OH:9])[C:1]#[N:2]. Given the reactants [C:1]([C:3]1[CH:8]=[CH:7][C:6]([OH:9])=[CH:5][CH:4]=1)#[N:2].[Br:10]N1C(=O)CCC1=O, predict the reaction product. (3) Given the reactants [F:1][C:2]1[C:28]([F:29])=[CH:27][C:5]([C:6]([N:8]2[CH2:13][CH2:12][CH2:11][C@@H:10]([CH3:14])[C@H:9]2[CH2:15][N:16]2[C:24](=[O:25])[C:23]3[C:18](=[CH:19][CH:20]=[CH:21][CH:22]=3)[C:17]2=[O:26])=[O:7])=[C:4](I)[CH:3]=1.C([Sn](CCCC)(CCCC)[C:36]1[N:41]=[CH:40][CH:39]=[CH:38][N:37]=1)CCC.[F-].[Cs+], predict the reaction product. The product is: [F:1][C:2]1[C:28]([F:29])=[CH:27][C:5]([C:6]([N:8]2[CH2:13][CH2:12][CH2:11][C@@H:10]([CH3:14])[C@H:9]2[CH2:15][N:16]2[C:24](=[O:25])[C:23]3[C:18](=[CH:19][CH:20]=[CH:21][CH:22]=3)[C:17]2=[O:26])=[O:7])=[C:4]([C:36]2[N:41]=[CH:40][CH:39]=[CH:38][N:37]=2)[CH:3]=1. (4) Given the reactants Br[C:2]1[N:6]=[CH:5][N:4]([C:7]2[CH:12]=[CH:11][C:10]([O:13][C:14]([F:17])([F:16])[F:15])=[CH:9][CH:8]=2)[N:3]=1.[CH3:18][C:19]1[CH:28]=[C:27](B2OC(C)(C)C(C)(C)O2)[CH:26]=[CH:25][C:20]=1[C:21]([O:23][CH3:24])=[O:22].C(=O)(O)[O-].[Na+].O1CCOCC1, predict the reaction product. The product is: [CH3:18][C:19]1[CH:28]=[C:27]([C:2]2[N:6]=[CH:5][N:4]([C:7]3[CH:12]=[CH:11][C:10]([O:13][C:14]([F:17])([F:16])[F:15])=[CH:9][CH:8]=3)[N:3]=2)[CH:26]=[CH:25][C:20]=1[C:21]([O:23][CH3:24])=[O:22]. (5) The product is: [NH2:21][C:22]1[C:23]2[C:30]([C:31]#[C:32][C:33]3[CH:34]=[C:35]([O:41][CH3:42])[CH:36]=[C:37]([O:39][CH3:40])[CH:38]=3)=[CH:29][N:28]([C@@H:43]3[CH2:47][N:46]([C:48]([O:50][C:51]([CH3:52])([CH3:53])[CH3:54])=[O:49])[C@H:45]([C:55]4[O:56][C:59]([CH2:60][N:61]([CH3:63])[CH3:62])=[N:58][N:57]=4)[CH2:44]3)[C:24]=2[N:25]=[CH:26][N:27]=1. Given the reactants CCN(C(C)C)C(C)C.S(Cl)(C1C=CC(C)=CC=1)(=O)=O.[NH2:21][C:22]1[C:23]2[C:30]([C:31]#[C:32][C:33]3[CH:38]=[C:37]([O:39][CH3:40])[CH:36]=[C:35]([O:41][CH3:42])[CH:34]=3)=[CH:29][N:28]([C@@H:43]3[CH2:47][N:46]([C:48]([O:50][C:51]([CH3:54])([CH3:53])[CH3:52])=[O:49])[C@H:45]([C:55]([NH:57][NH:58][C:59](=O)[CH2:60][N:61]([CH3:63])[CH3:62])=[O:56])[CH2:44]3)[C:24]=2[N:25]=[CH:26][N:27]=1.C(OCC)(=O)C, predict the reaction product. (6) Given the reactants [CH:1]1([CH2:6][N:7]2[C:11]3=[N:12][CH:13]=[C:14]([F:16])[CH:15]=[C:10]3[C:9]([C:17](=[NH:19])[NH2:18])=[N:8]2)[CH2:5][CH2:4][CH2:3][CH2:2]1.C([N:22](CC)CC)C.O.NN, predict the reaction product. The product is: [CH:1]1([CH2:6][N:7]2[C:11]3=[N:12][CH:13]=[C:14]([F:16])[CH:15]=[C:10]3[C:9]([C:17](=[NH:18])[NH:19][NH2:22])=[N:8]2)[CH2:2][CH2:3][CH2:4][CH2:5]1.